The task is: Predict the reaction yield, written as a fraction of the theoretical maximum amount of product (1.0 means a 100% yield; for example, 0.34 means a 34% yield).. This data is from Reaction yield outcomes from USPTO patents with 853,638 reactions. (1) The product is [O:16]1[C:17]2[CH:22]=[CH:21][CH:20]=[CH:19][C:18]=2[C:14]([N:11]2[CH2:10][CH2:9][N:8]([CH2:6][CH:31]([OH:30])[CH2:33][N:34]3[C:42]4[CH2:41][CH2:40][N:39]([C:43](=[O:45])[CH3:44])[CH2:38][C:37]=4[C:36]([C:46]4[CH:51]=[CH:50][C:49]([C:52]([F:55])([F:54])[F:53])=[CH:48][CH:47]=4)=[N:35]3)[CH2:13][CH2:12]2)=[N:15]1. The reactants are C(O[C:6]([N:8]1[CH2:13][CH2:12][N:11]([C:14]2[C:18]3[CH:19]=[CH:20][CH:21]=[CH:22][C:17]=3[O:16][N:15]=2)[CH2:10][CH2:9]1)=O)(C)(C)C.FC(F)(F)C(O)=O.[O:30]1C[CH:31]1[CH2:33][N:34]1[C:42]2[CH2:41][CH2:40][N:39]([C:43](=[O:45])[CH3:44])[CH2:38][C:37]=2[C:36]([C:46]2[CH:51]=[CH:50][C:49]([C:52]([F:55])([F:54])[F:53])=[CH:48][CH:47]=2)=[N:35]1. The yield is 0.680. The catalyst is C(Cl)Cl. (2) The reactants are [Cl:1][C:2]1[CH:3]=[C:4]([NH:12][C:13]([C:15]2[CH:24]=[CH:23][C:18]([C:19]([O:21]C)=[O:20])=[CH:17][N:16]=2)=[O:14])[CH:5]=[C:6]([Cl:11])[C:7]=1[O:8][CH2:9][CH3:10]. The catalyst is CO. The product is [Cl:11][C:6]1[CH:5]=[C:4]([NH:12][C:13]([C:15]2[CH:24]=[CH:23][C:18]([C:19]([OH:21])=[O:20])=[CH:17][N:16]=2)=[O:14])[CH:3]=[C:2]([Cl:1])[C:7]=1[O:8][CH2:9][CH3:10]. The yield is 1.09. (3) The reactants are [O-:1][CH2:2][CH3:3].[Na+].[Br:5][C:6]1[C:7](Cl)=[N:8][C:9](Cl)=[N:10][CH:11]=1.[CH2:14]([OH:16])[CH3:15]. No catalyst specified. The product is [Br:5][C:6]1[C:7]([O:16][CH2:14][CH3:15])=[N:8][C:9]([O:1][CH2:2][CH3:3])=[N:10][CH:11]=1. The yield is 0.490. (4) The reactants are [CH:1]([O:4][C:5]1[CH:13]=[CH:12][C:11]([S:14]([CH3:17])(=[O:16])=[O:15])=[CH:10][C:6]=1[C:7]([OH:9])=O)([CH3:3])[CH3:2].[CH3:18][C:19]1[N:20]=[C:21]([N:24]2[CH2:29][CH2:28][NH:27][CH2:26][CH2:25]2)[S:22][CH:23]=1. No catalyst specified. The product is [CH:1]([O:4][C:5]1[CH:13]=[CH:12][C:11]([S:14]([CH3:17])(=[O:16])=[O:15])=[CH:10][C:6]=1[C:7]([N:27]1[CH2:28][CH2:29][N:24]([C:21]2[S:22][CH:23]=[C:19]([CH3:18])[N:20]=2)[CH2:25][CH2:26]1)=[O:9])([CH3:2])[CH3:3]. The yield is 0.870. (5) The reactants are Cl.[F:2][C:3]1[CH:8]=[CH:7][CH:6]=[C:5]([F:9])[C:4]=1[C:10]1[N:15]=[C:14]([C:16]([NH:18][C:19]2[CH:20]=[N:21][CH:22]=[CH:23][C:24]=2[C@H:25]2[CH2:30][C@@H:29]([NH:31]C(=O)OC(C)(C)C)[C@@H:28]([S:39][CH3:40])[C@@H:27]([CH3:41])[CH2:26]2)=[O:17])[CH:13]=[CH:12][C:11]=1[F:42]. The catalyst is O1CCOCC1. The product is [NH2:31][C@H:29]1[C@@H:28]([S:39][CH3:40])[C@@H:27]([CH3:41])[CH2:26][C@@H:25]([C:24]2[CH:23]=[CH:22][N:21]=[CH:20][C:19]=2[NH:18][C:16](=[O:17])[C:14]2[CH:13]=[CH:12][C:11]([F:42])=[C:10]([C:4]3[C:3]([F:2])=[CH:8][CH:7]=[CH:6][C:5]=3[F:9])[N:15]=2)[CH2:30]1. The yield is 0.940. (6) The reactants are [ClH:1].O[CH:3]([C:22]1[C:23]([NH:28][C:29](=[O:34])C(C)(C)C)=[N:24][CH:25]=[CH:26][CH:27]=1)[CH:4]([CH:9]1[CH2:14][CH2:13][N:12](C(OC(C)(C)C)=O)[CH2:11][CH2:10]1)C(OC)=O. The catalyst is O. The product is [ClH:1].[ClH:1].[NH:12]1[CH2:11][CH2:10][CH:9]([C:4]2[C:29](=[O:34])[NH:28][C:23]3[C:22]([CH:3]=2)=[CH:27][CH:26]=[CH:25][N:24]=3)[CH2:14][CH2:13]1. The yield is 0.330.